Dataset: Forward reaction prediction with 1.9M reactions from USPTO patents (1976-2016). Task: Predict the product of the given reaction. Given the reactants [CH3:1][C@:2]1([CH2:23][CH2:24][CH2:25][C:26]([F:29])([F:28])[F:27])[O:19][C:18](=[O:20])[C:17]2[N:21]=[C:14]([S:15][CH:16]=2)[S:13][CH2:12][CH2:11][N:10]2[C@H:6]([CH2:7][O:8][C:9]2=[O:22])[CH:5]=[CH:4][CH2:3]1.[OH:30][C@@H](C(C)(C)CCCC)/C=C/[C@H]1COC(=O)N1CCSC1SC=C(C(OCC)=O)N=1.O1CCCC1, predict the reaction product. The product is: [O:22]=[C:9]1[N:10]([CH2:11][CH2:12][S:13][C:14]2[S:15][CH:16]=[C:17]([C:18]([OH:19])=[O:20])[N:21]=2)[C@@H:6](/[CH:5]=[CH:4]/[CH2:3][C@@:2]([OH:30])([CH3:1])[CH2:23][CH2:24][CH2:25][C:26]([F:27])([F:29])[F:28])[CH2:7][O:8]1.